This data is from Full USPTO retrosynthesis dataset with 1.9M reactions from patents (1976-2016). The task is: Predict the reactants needed to synthesize the given product. Given the product [F:51][C:48]1[CH:49]=[CH:50][C:45]([C:43]2[O:44][C:40]3[CH:39]=[CH:38][C:37]([C:34]4[CH:35]=[CH:36][C:31]([C:1]5[CH:6]=[CH:5][CH:4]=[CH:3][CH:2]=5)=[C:32]([C:57](=[O:68])[NH:58][C:59]([C:77]5[CH:82]=[CH:81][CH:80]=[CH:79][CH:78]=5)([CH3:60])[CH3:61])[CH:33]=4)=[CH:56][C:41]=3[C:42]=2[C:52]([NH:54][CH3:55])=[O:53])=[CH:46][CH:47]=1, predict the reactants needed to synthesize it. The reactants are: [CH:1]1(P([CH:1]2[CH2:6][CH2:5][CH2:4][CH2:3][CH2:2]2)C2C=CC=CC=2C2C(OC)=CC=CC=2OC)[CH2:6][CH2:5][CH2:4][CH2:3][CH2:2]1.Cl[C:31]1[CH:36]=[CH:35][C:34]([C:37]2[CH:38]=[CH:39][C:40]3[O:44][C:43]([C:45]4[CH:50]=[CH:49][C:48]([F:51])=[CH:47][CH:46]=4)=[C:42]([C:52]([NH:54][CH3:55])=[O:53])[C:41]=3[CH:56]=2)=[CH:33][C:32]=1[C:57](=[O:68])[NH:58][C:59](C1C=CC=CC=1)([CH3:61])[CH3:60].[O-]P([O-])([O-])=O.[K+].[K+].[K+].[C:77]1(B(O)O)[CH:82]=[CH:81][CH:80]=[CH:79][CH:78]=1.